This data is from Forward reaction prediction with 1.9M reactions from USPTO patents (1976-2016). The task is: Predict the product of the given reaction. (1) Given the reactants [C:1]([O:5][C:6]([NH:8][CH2:9][CH2:10][CH2:11][CH2:12][C@H:13]([NH:18][C:19](=[O:40])[CH2:20][CH2:21][NH:22][C:23]([C:25]1[CH:30]=[CH:29][C:28]([C:31]2[CH:36]=[CH:35][C:34]([CH2:37][CH2:38][CH3:39])=[CH:33][CH:32]=2)=[CH:27][CH:26]=1)=[O:24])[C:14]([O:16]C)=[O:15])=[O:7])([CH3:4])([CH3:3])[CH3:2].[Li+].[OH-], predict the reaction product. The product is: [C:1]([O:5][C:6]([NH:8][CH2:9][CH2:10][CH2:11][CH2:12][C@H:13]([NH:18][C:19](=[O:40])[CH2:20][CH2:21][NH:22][C:23]([C:25]1[CH:30]=[CH:29][C:28]([C:31]2[CH:36]=[CH:35][C:34]([CH2:37][CH2:38][CH3:39])=[CH:33][CH:32]=2)=[CH:27][CH:26]=1)=[O:24])[C:14]([OH:16])=[O:15])=[O:7])([CH3:4])([CH3:3])[CH3:2]. (2) Given the reactants [F:1][C:2]1[CH:3]=[C:4]([C:8]2[CH:9]=[CH:10][C:11](/[CH:14]=[CH:15]/[CH:16]=O)=[N:12][CH:13]=2)[CH:5]=[CH:6][CH:7]=1.[CH3:18][N:19]1[C:23](=[O:24])[CH:22]=[CH:21][C:20]1=[O:25].Cl.[NH:27]1[CH2:32][CH:31]=[CH:30][CH2:29][CH:28]1C(O)=O, predict the reaction product. The product is: [F:1][C:2]1[CH:3]=[C:4]([C:8]2[CH:9]=[CH:10][C:11](/[CH:14]=[CH:15]/[CH:16]3[N:27]4[CH:32]([CH2:31][CH:30]=[CH:29][CH2:28]4)[CH:21]4[C:20](=[O:25])[N:19]([CH3:18])[C:23](=[O:24])[CH:22]34)=[N:12][CH:13]=2)[CH:5]=[CH:6][CH:7]=1.